Dataset: NCI-60 drug combinations with 297,098 pairs across 59 cell lines. Task: Regression. Given two drug SMILES strings and cell line genomic features, predict the synergy score measuring deviation from expected non-interaction effect. (1) Drug 1: CCCCCOC(=O)NC1=NC(=O)N(C=C1F)C2C(C(C(O2)C)O)O. Drug 2: C1=NC2=C(N=C(N=C2N1C3C(C(C(O3)CO)O)F)Cl)N. Cell line: SW-620. Synergy scores: CSS=1.55, Synergy_ZIP=0.121, Synergy_Bliss=1.38, Synergy_Loewe=-1.29, Synergy_HSA=0.305. (2) Drug 1: C1=NC2=C(N1)C(=S)N=CN2. Drug 2: CC1=C(C(=O)C2=C(C1=O)N3CC4C(C3(C2COC(=O)N)OC)N4)N. Cell line: MDA-MB-231. Synergy scores: CSS=63.0, Synergy_ZIP=-5.18, Synergy_Bliss=-3.74, Synergy_Loewe=-1.20, Synergy_HSA=-0.00460. (3) Drug 1: CCCCCOC(=O)NC1=NC(=O)N(C=C1F)C2C(C(C(O2)C)O)O. Drug 2: CS(=O)(=O)OCCCCOS(=O)(=O)C. Cell line: HOP-62. Synergy scores: CSS=17.9, Synergy_ZIP=-2.62, Synergy_Bliss=1.41, Synergy_Loewe=13.7, Synergy_HSA=7.43. (4) Drug 1: CCN(CC)CCCC(C)NC1=C2C=C(C=CC2=NC3=C1C=CC(=C3)Cl)OC. Drug 2: C1CN(P(=O)(OC1)NCCCl)CCCl. Cell line: TK-10. Synergy scores: CSS=6.63, Synergy_ZIP=-3.07, Synergy_Bliss=-1.09, Synergy_Loewe=0.140, Synergy_HSA=0.948. (5) Drug 1: CC1=C(C=C(C=C1)NC(=O)C2=CC=C(C=C2)CN3CCN(CC3)C)NC4=NC=CC(=N4)C5=CN=CC=C5. Cell line: HCT-15. Drug 2: CC1CCC2CC(C(=CC=CC=CC(CC(C(=O)C(C(C(=CC(C(=O)CC(OC(=O)C3CCCCN3C(=O)C(=O)C1(O2)O)C(C)CC4CCC(C(C4)OC)OCCO)C)C)O)OC)C)C)C)OC. Synergy scores: CSS=-10.0, Synergy_ZIP=2.58, Synergy_Bliss=-2.79, Synergy_Loewe=-11.7, Synergy_HSA=-11.4. (6) Drug 1: C1=CN(C=N1)CC(O)(P(=O)(O)O)P(=O)(O)O. Drug 2: CC1=C(N=C(N=C1N)C(CC(=O)N)NCC(C(=O)N)N)C(=O)NC(C(C2=CN=CN2)OC3C(C(C(C(O3)CO)O)O)OC4C(C(C(C(O4)CO)O)OC(=O)N)O)C(=O)NC(C)C(C(C)C(=O)NC(C(C)O)C(=O)NCCC5=NC(=CS5)C6=NC(=CS6)C(=O)NCCC[S+](C)C)O. Cell line: BT-549. Synergy scores: CSS=21.9, Synergy_ZIP=-2.75, Synergy_Bliss=0.662, Synergy_Loewe=-25.1, Synergy_HSA=-0.748.